From a dataset of NCI-60 drug combinations with 297,098 pairs across 59 cell lines. Regression. Given two drug SMILES strings and cell line genomic features, predict the synergy score measuring deviation from expected non-interaction effect. Drug 1: C1CC(=O)NC(=O)C1N2CC3=C(C2=O)C=CC=C3N. Drug 2: CC12CCC3C(C1CCC2=O)CC(=C)C4=CC(=O)C=CC34C. Cell line: T-47D. Synergy scores: CSS=11.2, Synergy_ZIP=-9.05, Synergy_Bliss=-3.17, Synergy_Loewe=-2.60, Synergy_HSA=-2.51.